Dataset: Reaction yield outcomes from USPTO patents with 853,638 reactions. Task: Predict the reaction yield, written as a fraction of the theoretical maximum amount of product (1.0 means a 100% yield; for example, 0.34 means a 34% yield). (1) The reactants are C(N(CC)CC)C.Br[CH2:9][C:10]([O:12][CH2:13][CH3:14])=[O:11].[F:15][CH:16]([F:35])[C:17]1[N:18]([C:23]2[C:32]3[C:27](=[CH:28][CH:29]=[CH:30][CH:31]=3)[C:26]([CH2:33][CH3:34])=[CH:25][CH:24]=2)[C:19]([SH:22])=[N:20][N:21]=1. The catalyst is ClCCl. The product is [F:35][CH:16]([F:15])[C:17]1[N:18]([C:23]2[C:32]3[C:27](=[CH:28][CH:29]=[CH:30][CH:31]=3)[C:26]([CH2:33][CH3:34])=[CH:25][CH:24]=2)[C:19]([S:22][CH2:9][C:10]([O:12][CH2:13][CH3:14])=[O:11])=[N:20][N:21]=1. The yield is 0.960. (2) The reactants are [CH:1]1([C@@H:7]([C:9]2[NH:10][CH:11]=[C:12]([C:14]3[CH:19]=[CH:18][C:17]([F:20])=[CH:16][CH:15]=3)[N:13]=2)[NH2:8])[CH2:6][CH2:5][CH2:4][CH2:3][CH2:2]1.C(N(CC)CC)C.[CH3:28][C:29](=O)[CH2:30][CH3:31].C(O[BH-](OC(=O)C)OC(=O)C)(=O)C.[Na+]. The catalyst is CO.O. The product is [CH:1]1([C@@H:7]([C:9]2[NH:10][CH:11]=[C:12]([C:14]3[CH:15]=[CH:16][C:17]([F:20])=[CH:18][CH:19]=3)[N:13]=2)[NH:8][CH:28]2[CH2:31][CH2:30][CH2:29]2)[CH2:2][CH2:3][CH2:4][CH2:5][CH2:6]1. The yield is 0.120. (3) The reactants are N[C:2]1[C:7](Cl)=[CH:6][N:5]=[C:4]2[O:9][CH2:10][O:11][C:3]=12.[CH2:12]1[O:20]C2C(=NC=CC=2)[O:13]1.C(=O)=O. No catalyst specified. The product is [CH2:10]1[O:11][C:3]2[C:4](=[N:5][CH:6]=[CH:7][C:2]=2[C:12]([OH:20])=[O:13])[O:9]1. The yield is 0.800. (4) The reactants are [N:1]1([C:7]2[CH:8]=[CH:9][C:10]3[O:14][C:13]([C:15](OC)=[O:16])=[CH:12][C:11]=3[CH:19]=2)[CH2:6][CH2:5][NH:4][CH2:3][CH2:2]1.[NH3:20].Cl. The catalyst is O. The product is [N:1]1([C:7]2[CH:8]=[CH:9][C:10]3[O:14][C:13]([C:15]([NH2:20])=[O:16])=[CH:12][C:11]=3[CH:19]=2)[CH2:6][CH2:5][NH:4][CH2:3][CH2:2]1. The yield is 0.731. (5) The reactants are [Br:1][C:2]1[CH:3]=[C:4]2[C:8](=[CH:9][CH:10]=1)[N:7]([CH2:11][CH2:12][CH2:13][OH:14])[N:6]=[CH:5]2.N1C=CN=C1.[Si:20](Cl)([C:33]([CH3:36])([CH3:35])[CH3:34])([C:27]1[CH:32]=[CH:31][CH:30]=[CH:29][CH:28]=1)[C:21]1[CH:26]=[CH:25][CH:24]=[CH:23][CH:22]=1. The catalyst is C(Cl)Cl.CCOCC. The product is [Br:1][C:2]1[CH:3]=[C:4]2[C:8](=[CH:9][CH:10]=1)[N:7]([CH2:11][CH2:12][CH2:13][O:14][Si:20]([C:33]([CH3:36])([CH3:35])[CH3:34])([C:27]1[CH:28]=[CH:29][CH:30]=[CH:31][CH:32]=1)[C:21]1[CH:26]=[CH:25][CH:24]=[CH:23][CH:22]=1)[N:6]=[CH:5]2. The yield is 0.960.